Dataset: Forward reaction prediction with 1.9M reactions from USPTO patents (1976-2016). Task: Predict the product of the given reaction. (1) Given the reactants [CH2:1]([O:8][C:9]([NH:11][C:12]([C:34]#[N:35])([CH2:20][C:21]([O:23][CH:24]1[CH:29]([CH:30]([CH3:32])[CH3:31])[CH2:28][CH2:27][CH:26]([CH3:33])[CH2:25]1)=[O:22])[C:13]([O:15][C:16]([CH3:19])([CH3:18])[CH3:17])=[O:14])=[O:10])[C:2]1[CH:7]=[CH:6][CH:5]=[CH:4][CH:3]=1.CC(C)=[O:38].C(=O)([O-])[O-].[K+].[K+].OO, predict the reaction product. The product is: [CH2:1]([O:8][C:9]([NH:11][C:12]([C:34](=[O:38])[NH2:35])([CH2:20][C:21]([O:23][CH:24]1[CH:29]([CH:30]([CH3:31])[CH3:32])[CH2:28][CH2:27][CH:26]([CH3:33])[CH2:25]1)=[O:22])[C:13]([O:15][C:16]([CH3:19])([CH3:17])[CH3:18])=[O:14])=[O:10])[C:2]1[CH:7]=[CH:6][CH:5]=[CH:4][CH:3]=1. (2) Given the reactants Cl[C:2]1[C:3]2[C:16]([C:17]3[CH:22]=[CH:21][CH:20]=[CH:19][CH:18]=3)=[CH:15][S:14][C:4]=2[N:5]=[C:6]([CH2:8][C:9]([O:11]CC)=[O:10])[N:7]=1.Cl.[CH3:24][O:25][CH2:26][CH:27]1[CH2:32][CH2:31][NH:30][CH2:29][CH2:28]1.C(N(CC)CC)C.C(Cl)Cl, predict the reaction product. The product is: [CH3:24][O:25][CH2:26][CH:27]1[CH2:32][CH2:31][N:30]([C:2]2[C:3]3[C:16]([C:17]4[CH:22]=[CH:21][CH:20]=[CH:19][CH:18]=4)=[CH:15][S:14][C:4]=3[N:5]=[C:6]([CH2:8][C:9]([OH:11])=[O:10])[N:7]=2)[CH2:29][CH2:28]1. (3) The product is: [CH3:1][O:2][C:3]1[CH:4]=[C:5]([CH2:11][CH2:12][NH:14][CH2:15][CH2:16][NH:17][C:18]2[CH:23]=[C:22]([CH3:24])[N:21]=[C:20]([O:25][C:26]3[C:31]([CH3:32])=[CH:30][C:29]([CH3:33])=[CH:28][C:27]=3[CH3:34])[C:19]=2[CH3:35])[CH:6]=[CH:7][C:8]=1[O:9][CH3:10]. Given the reactants [CH3:1][O:2][C:3]1[CH:4]=[C:5]([CH2:11][C:12]([NH:14][CH2:15][CH2:16][NH:17][C:18]2[CH:23]=[C:22]([CH3:24])[N:21]=[C:20]([O:25][C:26]3[C:31]([CH3:32])=[CH:30][C:29]([CH3:33])=[CH:28][C:27]=3[CH3:34])[C:19]=2[CH3:35])=O)[CH:6]=[CH:7][C:8]=1[O:9][CH3:10], predict the reaction product.